The task is: Predict which catalyst facilitates the given reaction.. This data is from Catalyst prediction with 721,799 reactions and 888 catalyst types from USPTO. (1) The catalyst class is: 150. Product: [NH2:1][C:4]1[CH:5]=[CH:6][C:7]([C:10]2[CH:15]=[CH:14][C:13]([C:16]([C@@H:18]3[CH2:22][CH2:21][CH2:20][C@H:19]3[C:23]([O:25][CH3:26])=[O:24])=[O:17])=[CH:12][CH:11]=2)=[CH:8][CH:9]=1. Reactant: [N+:1]([C:4]1[CH:9]=[CH:8][C:7]([C:10]2[CH:15]=[CH:14][C:13]([C:16]([C@@H:18]3[CH2:22][CH2:21][CH2:20][C@H:19]3[C:23]([O:25][CH3:26])=[O:24])=[O:17])=[CH:12][CH:11]=2)=[CH:6][CH:5]=1)([O-])=O.[NH4+].[Cl-].C(O)C. (2) Product: [CH3:42][C:43]1([CH3:45])[C:6]2[C:5](=[CH:10][CH:9]=[C:8]([O:11][CH2:12][CH2:13][N:14]3[CH2:15][CH2:16][O:17][CH2:18][CH2:19]3)[CH:7]=2)[C:4](=[O:20])[O:44]1. Reactant: C(N(CC)[C:4](=[O:20])[C:5]1[CH:10]=[CH:9][C:8]([O:11][CH2:12][CH2:13][N:14]2[CH2:19][CH2:18][O:17][CH2:16][CH2:15]2)=[CH:7][CH:6]=1)C.CN(C)CCN(C)C.[Li]C(CC)C.C1CCCCC1.[CH3:42][C:43]([CH3:45])=[O:44].Cl.C([O-])(O)=O.[Na+]. The catalyst class is: 1. (3) Reactant: C[O:2][C:3](=[O:34])[CH2:4][CH2:5][C:6]1[CH:11]=[CH:10][C:9]([O:12][CH2:13][CH2:14][C:15]2[N:16]=[C:17]([C:21]3[CH:26]=[CH:25][C:24]([C:27]4[CH:28]=[N:29][CH:30]=[CH:31][CH:32]=4)=[CH:23][CH:22]=3)[S:18][C:19]=2[CH3:20])=[CH:8][C:7]=1[CH3:33].[OH-:35].[Na+].Cl. Product: [CH3:33][C:7]1[CH:8]=[C:9]([O:12][CH2:13][CH2:14][C:15]2[N:16]=[C:17]([C:21]3[CH:26]=[CH:25][C:24]([C:27]4[CH:28]=[N:29][CH:30]=[CH:31][CH:32]=4)=[CH:23][CH:22]=3)[S:18][C:19]=2[CH3:20])[CH:10]=[CH:11][C:6]=1[CH2:5][CH2:4][C:3]([OH:34])=[O:2].[C:9]([O:12][CH2:13][CH3:14])(=[O:35])[CH3:8]. The catalyst class is: 54. (4) Reactant: C(N(CC)CC)C.[CH:8]([C:10]1[C:18]2[C:13](=[CH:14][CH:15]=[CH:16][CH:17]=2)[N:12](C(OC(C)(C)C)=O)[CH:11]=1)=[O:9].[F:26][C:27]1[CH:44]=[CH:43][C:30]([CH:31]=[N:32][C:33]2[CH:34]=[C:35]([CH2:41][OH:42])[CH:36]=[C:37]([O:39][CH3:40])[CH:38]=2)=[CH:29][CH:28]=1. Product: [F:26][C:27]1[CH:28]=[CH:29][C:30]([CH:31]([NH:32][C:33]2[CH:38]=[C:37]([O:39][CH3:40])[CH:36]=[C:35]([CH2:41][OH:42])[CH:34]=2)[C:8]([C:10]2[C:18]3[C:13](=[CH:14][CH:15]=[CH:16][CH:17]=3)[NH:12][CH:11]=2)=[O:9])=[CH:43][CH:44]=1. The catalyst class is: 433. (5) Reactant: [CH3:1][NH2:2].Cl[C:4]1[C:22]([N+:23]([O-:25])=[O:24])=[CH:21][C:7]([C:8]([NH:10][C@H:11]2[CH2:16][CH2:15][C@H:14]([C:17]([F:20])([F:19])[F:18])[CH2:13][CH2:12]2)=[O:9])=[C:6]([O:26][CH2:27][CH2:28][O:29][CH3:30])[N:5]=1. The catalyst class is: 20. Product: [CH3:30][O:29][CH2:28][CH2:27][O:26][C:6]1[N:5]=[C:4]([NH:2][CH3:1])[C:22]([N+:23]([O-:25])=[O:24])=[CH:21][C:7]=1[C:8]([NH:10][C@H:11]1[CH2:16][CH2:15][C@H:14]([C:17]([F:20])([F:19])[F:18])[CH2:13][CH2:12]1)=[O:9]. (6) Reactant: C([O:3][C:4](=[O:26])[CH2:5][CH2:6][CH2:7][CH2:8][CH2:9][CH2:10][CH2:11][CH2:12][CH2:13][CH2:14][CH2:15][CH2:16][CH2:17][CH2:18][CH2:19][CH2:20][CH2:21][CH2:22][CH2:23][CH:24]=[CH2:25])C.[OH-:27].[Na+].OO.Cl. Product: [OH:27][CH2:25][CH2:24][CH2:23][CH2:22][CH2:21][CH2:20][CH2:19][CH2:18][CH2:17][CH2:16][CH2:15][CH2:14][CH2:13][CH2:12][CH2:11][CH2:10][CH2:9][CH2:8][CH2:7][CH2:6][CH2:5][C:4]([OH:3])=[O:26]. The catalyst class is: 90.